From a dataset of Catalyst prediction with 721,799 reactions and 888 catalyst types from USPTO. Predict which catalyst facilitates the given reaction. (1) Reactant: O[C:2]1([C:23]2[O:24][C:25]3[CH:32]=[CH:31][CH:30]=[CH:29][C:26]=3[C:27]=2[CH3:28])[CH2:7][CH2:6][N:5]([C:8](=[O:22])/[CH:9]=[CH:10]/[C:11]2[CH:12]=[C:13]3[C:18](=[N:19][CH:20]=2)[NH:17][C:16](=[O:21])[CH2:15][CH2:14]3)[CH2:4][CH2:3]1.C([O-])(O)=O.[Na+]. Product: [CH3:28][C:27]1[C:26]2[CH:29]=[CH:30][CH:31]=[CH:32][C:25]=2[O:24][C:23]=1[C:2]1[CH2:7][CH2:6][N:5]([C:8](=[O:22])/[CH:9]=[CH:10]/[C:11]2[CH:12]=[C:13]3[C:18](=[N:19][CH:20]=2)[NH:17][C:16](=[O:21])[CH2:15][CH2:14]3)[CH2:4][CH:3]=1. The catalyst class is: 33. (2) Reactant: [OH:1][C:2]1[CH:3]=[C:4]([N+:14]([O-:16])=[O:15])[C:5]([CH2:8][C:9]([O:11][CH2:12][CH3:13])=[O:10])=[N:6][CH:7]=1.[C:17](=O)([O-])[O-].[K+].[K+].CN(C)C=O.CI. Product: [CH3:17][O:1][C:2]1[CH:3]=[C:4]([N+:14]([O-:16])=[O:15])[C:5]([CH2:8][C:9]([O:11][CH2:12][CH3:13])=[O:10])=[N:6][CH:7]=1. The catalyst class is: 6. (3) Reactant: [CH3:1][NH:2][C:3]1[CH:11]=[CH:10][C:6]([C:7]([OH:9])=[O:8])=[CH:5][CH:4]=1.Cl.C(N=C=NCCCN(C)C)C.[C:24](O)([CH3:27])([CH3:26])[CH3:25]. Product: [CH3:1][NH:2][C:3]1[CH:11]=[CH:10][C:6]([C:7]([O:9][C:24]([CH3:27])([CH3:26])[CH3:25])=[O:8])=[CH:5][CH:4]=1. The catalyst class is: 277. (4) Reactant: [N:1]1[CH:6]=[CH:5][C:4](/[CH:7]=[CH:8]/[C:9]2[C:17]3[C:12](=[CH:13][C:14](/[CH:18]=[C:19]4/[C:20](=[O:28])[NH:21][C:22]5[C:27]/4=[CH:26][CH:25]=[CH:24][CH:23]=5)=[CH:15][CH:16]=3)[N:11](COCC[Si](C)(C)C)[N:10]=2)=[CH:3][CH:2]=1.B(F)(F)F.CCOCC.OCN1C2C(=CC=C(/C=C3/C(=O)NC4C/3=CC=CC=4)C=2)C(/C=C/C2C=CN=CC=2)=N1. Product: [N:1]1[CH:6]=[CH:5][C:4](/[CH:7]=[CH:8]/[C:9]2[C:17]3[C:12](=[CH:13][C:14](/[CH:18]=[C:19]4/[C:20](=[O:28])[NH:21][C:22]5[C:27]/4=[CH:26][CH:25]=[CH:24][CH:23]=5)=[CH:15][CH:16]=3)[NH:11][N:10]=2)=[CH:3][CH:2]=1. The catalyst class is: 2. (5) Reactant: [NH2:1][C:2]1[NH:6][N:5]=[N:4][N:3]=1.NN1N=NC=N1.[Cl:13][C:14]1[CH:19]=[CH:18][CH:17]=[C:16]([F:20])[C:15]=1[CH:21]([C:27](OCC)=[O:28])[C:22](OCC)=[O:23].C(N(CCCC)CCCC)CCC.[OH-].[Na+]. Product: [OH:23][C:22]1[C:21]([C:15]2[C:16]([F:20])=[CH:17][CH:18]=[CH:19][C:14]=2[Cl:13])=[C:27]([OH:28])[N:3]2[N:4]=[N:5][N:6]=[C:2]2[N:1]=1. The catalyst class is: 6.